The task is: Predict the reaction yield, written as a fraction of the theoretical maximum amount of product (1.0 means a 100% yield; for example, 0.34 means a 34% yield).. This data is from Reaction yield outcomes from USPTO patents with 853,638 reactions. (1) The reactants are [CH:1]1[CH:2]=[CH:3][C:4]2[N:11]=[CH:10][NH:9][C:7](=O)[C:5]=2[CH:6]=1.P(Cl)(Cl)([Cl:14])=O.C(=O)(O)[O-].[Na+]. The catalyst is C1C=CC=CC=1. The product is [Cl:14][C:7]1[C:5]2[C:4](=[CH:3][CH:2]=[CH:1][CH:6]=2)[N:11]=[CH:10][N:9]=1. The yield is 0.930. (2) The yield is 0.880. The product is [CH3:1][O:2][C:3]1[CH:4]=[C:5]([C:11]2[S:12][C:13]3[CH2:14][C:15]4[C:21]([C:22]5[CH:23]=[CH:24][C:25]([O:28][CH3:29])=[CH:26][CH:27]=5)=[N:20][NH:19][C:16]=4[C:17]=3[CH:18]=2)[CH:6]=[CH:7][C:8]=1[O:9][CH3:10]. The reactants are [CH3:1][O:2][C:3]1[CH:4]=[C:5]([C:11]2[S:12][C:13]3[CH2:14][C:15]4[C:21]([C:22]5[CH:27]=[CH:26][C:25]([O:28][CH3:29])=[CH:24][CH:23]=5)=[N:20][N:19](COCC[Si](C)(C)C)[C:16]=4[C:17]=3[CH:18]=2)[CH:6]=[CH:7][C:8]=1[O:9][CH3:10].Cl. The catalyst is CO. (3) The reactants are [Cl:1][C:2]1[CH:11]=[CH:10][C:5]([C:6](Cl)=[N:7][OH:8])=[CH:4][CH:3]=1.[C:12]1([C:18]#[C:19][C:20](=[O:22])[CH3:21])[CH:17]=[CH:16][CH:15]=[CH:14][CH:13]=1.C(=O)([O-])O.[Na+]. The catalyst is C(O)(C)C. The product is [Cl:1][C:2]1[CH:11]=[CH:10][C:5]([C:6]2[C:19]([C:20](=[O:22])[CH3:21])=[C:18]([C:12]3[CH:17]=[CH:16][CH:15]=[CH:14][CH:13]=3)[O:8][N:7]=2)=[CH:4][CH:3]=1. The yield is 0.540. (4) The reactants are [O:1]1[CH2:6][CH:5]=[C:4]([C:7]2[C:8]([O:13][CH:14]3[CH2:19][CH2:18][N:17]([C:20]([O:22][C:23]([CH3:26])([CH3:25])[CH3:24])=[O:21])[CH2:16][CH2:15]3)=[N:9][CH:10]=[CH:11][CH:12]=2)[CH2:3][CH2:2]1. The catalyst is CO.[Pd]. The product is [O:1]1[CH2:6][CH2:5][CH:4]([C:7]2[C:8]([O:13][CH:14]3[CH2:19][CH2:18][N:17]([C:20]([O:22][C:23]([CH3:26])([CH3:25])[CH3:24])=[O:21])[CH2:16][CH2:15]3)=[N:9][CH:10]=[CH:11][CH:12]=2)[CH2:3][CH2:2]1. The yield is 0.910. (5) The reactants are [Br:1][C:2]1[CH:3]=[CH:4][C:5]([OH:10])=[C:6]([CH:9]=1)[CH:7]=O.[NH2:11][CH2:12][CH2:13][OH:14].[BH4-].[Na+].[C:25](O[C:25]([O:27][C:28]([CH3:31])(C)C)=[O:26])([O:27][C:28](C)(C)[CH3:31])=[O:26].[CH2:32]1COC[CH2:33]1.CO. No catalyst specified. The product is [CH2:28]([O:27][C:25](=[O:26])[N:11]([CH2:7][C:6]1[CH:9]=[C:2]([Br:1])[CH:3]=[CH:4][C:5]=1[OH:10])[CH2:12][CH2:13][OH:14])[CH2:31][CH2:32][CH3:33]. The yield is 0.980. (6) The reactants are [N:1]12[CH2:8][CH2:7][CH:4]([CH2:5][CH2:6]1)[C:3](=[O:9])[CH2:2]2.[CH:10](=O)[C:11]1[CH:16]=[CH:15][CH:14]=[CH:13][CH:12]=1.[OH-].[Na+]. The catalyst is C(O)C. The product is [CH:10](=[C:2]1/[N:1]2[CH2:8][CH2:7][CH:4]([C:3]/1=[O:9])[CH2:5][CH2:6]2)/[C:11]1[CH:16]=[CH:15][CH:14]=[CH:13][CH:12]=1. The yield is 0.912. (7) The reactants are F[C:2]1[C:10]([F:11])=[C:9](F)[C:8]([N+:13]([O-:15])=[O:14])=[CH:7][C:3]=1[C:4](O)=O.[OH-:16].[NH4+:17].[OH2:18].C(O)(=O)C.C[N:24]1CCCC1=O. No catalyst specified. The product is [NH2:17][C:2]1[C:10]([F:11])=[C:9]([NH2:24])[C:8]([N+:13]([O-:15])=[O:14])=[CH:7][C:3]=1[C:4]([OH:18])=[O:16]. The yield is 0.860.